This data is from Kir2.1 potassium channel HTS with 301,493 compounds. The task is: Binary Classification. Given a drug SMILES string, predict its activity (active/inactive) in a high-throughput screening assay against a specified biological target. (1) The drug is S(=O)(=O)(NC1CCCCC1)c1cc(c(OCC(=O)N2CCN(CC2)C(OCC)=O)cc1)C. The result is 0 (inactive). (2) The drug is S(=O)(=O)(N1C(OCC1)CNC(=O)C(=O)NCc1cccnc1)c1c(cc(cc1C)C)C. The result is 0 (inactive).